The task is: Predict the reactants needed to synthesize the given product.. This data is from Full USPTO retrosynthesis dataset with 1.9M reactions from patents (1976-2016). (1) Given the product [CH:1](=[O:5])[CH2:2][CH2:3][CH3:4].[CH2:16]([OH:17])[CH2:15][O:14][CH2:13][CH2:12][O:11][CH2:10][CH2:9][O:8][CH2:7][CH2:6][OH:18], predict the reactants needed to synthesize it. The reactants are: [CH:1](=[O:5])[CH2:2][CH2:3][CH3:4].[CH2:6]([OH:18])[CH2:7][O:8][CH2:9][CH2:10][O:11][CH2:12][CH2:13][O:14][CH2:15][CH2:16][OH:17].C(O)COCCOCCOCCOCCCC. (2) Given the product [CH3:24][O:23][C:18]1[CH:17]=[C:16]([O:25][CH3:26])[CH:15]=[C:14]2[C:19]=1[C:20](=[O:22])[NH:21][C:12]([C:8]1[CH:9]=[C:10]([CH3:11])[C:5]([O:4][CH2:3][CH2:2][NH:1][S:36]([C:33]3[CH:32]=[CH:31][C:30]([O:29][CH3:28])=[CH:35][CH:34]=3)(=[O:38])=[O:37])=[C:6]([CH3:27])[CH:7]=1)=[N:13]2, predict the reactants needed to synthesize it. The reactants are: [NH2:1][CH2:2][CH2:3][O:4][C:5]1[C:10]([CH3:11])=[CH:9][C:8]([C:12]2[NH:21][C:20](=[O:22])[C:19]3[C:14](=[CH:15][C:16]([O:25][CH3:26])=[CH:17][C:18]=3[O:23][CH3:24])[N:13]=2)=[CH:7][C:6]=1[CH3:27].[CH3:28][O:29][C:30]1[CH:35]=[CH:34][C:33]([S:36](Cl)(=[O:38])=[O:37])=[CH:32][CH:31]=1.C(N(CC)CC)C. (3) Given the product [CH3:1][C:2]1[CH:3]=[CH:4][C:5]2=[C:26]3[C:27](=[C:35]([NH2:36])[N:8]=[C:6]2[CH:7]=1)[N:28]=[CH:29][C:30](/[CH:32]=[CH:33]/[CH3:34])=[CH:31]3, predict the reactants needed to synthesize it. The reactants are: [CH3:1][C:2]1[CH:3]=[CH:4][C:5](B2OC(C)(C)C(C)(C)O2)=[C:6]([NH:8]C(=O)OC(C)(C)C)[CH:7]=1.Cl[C:26]1[C:27]([C:35]#[N:36])=[N:28][CH:29]=[C:30](/[CH:32]=[CH:33]/[CH3:34])[CH:31]=1.C(=O)([O-])[O-].[Na+].[Na+]. (4) Given the product [N:9]1([CH2:8][C:7]2[CH:6]=[CH:5][C:4]([NH2:1])=[CH:16][CH:15]=2)[CH2:14][CH2:13][CH2:12][CH2:11][CH2:10]1, predict the reactants needed to synthesize it. The reactants are: [N+:1]([C:4]1[CH:16]=[CH:15][C:7]([CH2:8][N:9]2[CH2:14][CH2:13][CH2:12][CH2:11][CH2:10]2)=[CH:6][CH:5]=1)([O-])=O.